Task: Regression. Given a peptide amino acid sequence and an MHC pseudo amino acid sequence, predict their binding affinity value. This is MHC class II binding data.. Dataset: Peptide-MHC class II binding affinity with 134,281 pairs from IEDB (1) The peptide sequence is TLWQRPIVTIKIGGQLKEAL. The MHC is HLA-DQA10501-DQB10201 with pseudo-sequence HLA-DQA10501-DQB10201. The binding affinity (normalized) is 0.0873. (2) The peptide sequence is AFKVWATAANAAPAN. The MHC is DRB1_0401 with pseudo-sequence DRB1_0401. The binding affinity (normalized) is 0.778.